From a dataset of Forward reaction prediction with 1.9M reactions from USPTO patents (1976-2016). Predict the product of the given reaction. (1) Given the reactants [CH3:1][N:2]([CH3:18])[C:3]1[CH:8]=[CH:7][C:6]([C:9](=O)[CH2:10][C:11]2[CH:16]=[CH:15][CH:14]=[CH:13][CH:12]=2)=[CH:5][CH:4]=1.[CH2:19]([O:21][C:22]1[CH:23]=[C:24]([CH:27]=[C:28]([N+:31]([O-:33])=[O:32])[C:29]=1[OH:30])[CH:25]=O)[CH3:20].[NH2:34][C:35]([NH2:37])=[O:36].Cl, predict the reaction product. The product is: [CH3:1][N:2]([CH3:18])[C:3]1[CH:8]=[CH:7][C:6]([C:9]2[NH:37][C:35](=[O:36])[NH:34][CH:25]([C:24]3[CH:27]=[C:28]([N+:31]([O-:33])=[O:32])[C:29]([OH:30])=[C:22]([O:21][CH2:19][CH3:20])[CH:23]=3)[C:10]=2[C:11]2[CH:16]=[CH:15][CH:14]=[CH:13][CH:12]=2)=[CH:5][CH:4]=1. (2) Given the reactants [ClH:1].[N:2]1([C:9]2[CH:10]=[C:11]([NH:17][S:18]([C:21]3[CH:26]=[CH:25][CH:24]=[C:23]([O:27][CH:28]([F:30])[F:29])[CH:22]=3)(=[O:20])=[O:19])[CH:12]=[CH:13][C:14]=2[O:15][CH3:16])[CH2:8][CH2:7][CH2:6][NH:5][CH2:4][CH2:3]1.[CH2:31]=O, predict the reaction product. The product is: [ClH:1].[F:29][CH:28]([F:30])[O:27][C:23]1[CH:22]=[C:21]([S:18]([NH:17][C:11]2[CH:12]=[CH:13][C:14]([O:15][CH3:16])=[C:9]([N:2]3[CH2:8][CH2:7][CH2:6][N:5]([CH3:31])[CH2:4][CH2:3]3)[CH:10]=2)(=[O:20])=[O:19])[CH:26]=[CH:25][CH:24]=1. (3) Given the reactants Br[C:2]1[S:3][C:4](Br)=[CH:5][C:6]=1[Br:7].[CH:9]1[C:18]2[C:13](=[CH:14][CH:15]=[CH:16][CH:17]=2)[CH:12]=[CH:11][C:10]=1[NH:19][C:20]1[CH:29]=[CH:28][C:27]2[C:22](=[CH:23][CH:24]=[CH:25][CH:26]=2)[CH:21]=1.[CH:43]1[CH:48]=[CH:47][C:46](P([C:43]2[CH:48]=[CH:47][CH:46]=[CH:45][CH:44]=2)[C:43]2[CH:48]=[CH:47][CH:46]=[CH:45][CH:44]=2)=[CH:45][CH:44]=1.[CH3:49][C:50]([O-])([CH3:52])[CH3:51].[Na+], predict the reaction product. The product is: [Br:7][C:6]1[CH:5]=[C:4]([N:19]([C:10]2[CH:11]=[CH:12][C:13]3[C:18](=[CH:17][CH:16]=[CH:15][CH:14]=3)[CH:9]=2)[C:20]2[CH:29]=[CH:28][C:27]3[C:22](=[CH:23][CH:24]=[CH:25][CH:26]=3)[CH:21]=2)[S:3][C:2]=1[N:19]([C:43]1[CH:44]=[CH:45][C:46]2[C:47](=[CH:14][CH:13]=[CH:12][CH:11]=2)[CH:48]=1)[C:10]1[CH:9]=[CH:18][C:52]2[C:50](=[CH:51][CH:17]=[CH:16][CH:15]=2)[CH:49]=1. (4) Given the reactants Cl[C:2]1[N:7]=[C:6]([C:8]2[CH:20]=[CH:19][C:11]3[N:12]=[C:13]([NH:15][C:16](=[O:18])[CH3:17])[S:14][C:10]=3[CH:9]=2)[CH:5]=[CH:4][N:3]=1.[N:21]1[CH:26]=[CH:25][CH:24]=[C:23]([CH2:27][CH2:28][CH2:29][OH:30])[CH:22]=1, predict the reaction product. The product is: [N:21]1[CH:26]=[CH:25][CH:24]=[C:23]([CH2:27][CH2:28][CH2:29][O:30][C:2]2[N:7]=[C:6]([C:8]3[CH:20]=[CH:19][C:11]4[N:12]=[C:13]([NH:15][C:16](=[O:18])[CH3:17])[S:14][C:10]=4[CH:9]=3)[CH:5]=[CH:4][N:3]=2)[CH:22]=1.